From a dataset of Peptide-MHC class II binding affinity with 134,281 pairs from IEDB. Regression. Given a peptide amino acid sequence and an MHC pseudo amino acid sequence, predict their binding affinity value. This is MHC class II binding data. (1) The peptide sequence is IRNGSYLNTSEFRND. The MHC is DRB1_0101 with pseudo-sequence DRB1_0101. The binding affinity (normalized) is 0.389. (2) The peptide sequence is YKICTDKMFFVKNPT. The MHC is DRB1_0101 with pseudo-sequence DRB1_0101. The binding affinity (normalized) is 0.0836. (3) The peptide sequence is QPFPKTVWEQILNTW. The MHC is HLA-DPA10301-DPB10402 with pseudo-sequence HLA-DPA10301-DPB10402. The binding affinity (normalized) is 0.874.